Dataset: Reaction yield outcomes from USPTO patents with 853,638 reactions. Task: Predict the reaction yield, written as a fraction of the theoretical maximum amount of product (1.0 means a 100% yield; for example, 0.34 means a 34% yield). (1) The reactants are FC(F)(F)S(O[C:7]1[CH:8]=[CH:9][C:10]2[O:14][C:13]([C:15]3[CH:20]=[CH:19][C:18]([F:21])=[CH:17][CH:16]=3)=[C:12]([C:22](=[O:25])[NH:23][CH3:24])[C:11]=2[CH:26]=1)(=O)=O.B([C:32]1[CH:33]=[CH:34][C:35]([O:41][CH3:42])=[C:36]([CH:40]=1)[C:37]([OH:39])=[O:38])(O)O.C(=O)([O-])[O-].[Cs+].[Cs+].O1CCOCC1. The catalyst is O. The product is [F:21][C:18]1[CH:17]=[CH:16][C:15]([C:13]2[O:14][C:10]3[CH:9]=[CH:8][C:7]([C:32]4[CH:33]=[CH:34][C:35]([O:41][CH3:42])=[C:36]([CH:40]=4)[C:37]([OH:39])=[O:38])=[CH:26][C:11]=3[C:12]=2[C:22](=[O:25])[NH:23][CH3:24])=[CH:20][CH:19]=1. The yield is 1.00. (2) The reactants are F[C:2]1[CH:7]=[CH:6][C:5]([C:8]2[O:9][C:10]3[CH:16]=[CH:15][CH:14]=[CH:13][C:11]=3[N:12]=2)=[CH:4][C:3]=1[N+:17]([O-:19])=[O:18].C(=O)([O-])[O-].[K+].[K+].[CH:26]([NH2:29])([CH3:28])[CH3:27].O. The catalyst is C(O)C. The product is [CH:26]([NH:29][C:2]1[CH:7]=[CH:6][C:5]([C:8]2[O:9][C:10]3[CH:16]=[CH:15][CH:14]=[CH:13][C:11]=3[N:12]=2)=[CH:4][C:3]=1[N+:17]([O-:19])=[O:18])([CH3:28])[CH3:27]. The yield is 0.990. (3) The reactants are [C:1](=O)([O-])[O-].[K+].[K+].[CH3:7][C:8]([CH3:40])([CH3:39])[C:9]([O:11][CH2:12][N:13]1[C:22](=[O:23])[C:21]2[C:16](=[CH:17][C:18]([OH:38])=[CH:19][C:20]=2[O:24][CH2:25][C@H:26]2[CH2:30][CH2:29][CH2:28][N:27]2[C:31]([O:33][C:34]([CH3:37])([CH3:36])[CH3:35])=[O:32])[N:15]=[CH:14]1)=[O:10].S(OC)(OC)(=O)=O. The catalyst is CN(C)C=O. The product is [CH3:7][C:8]([CH3:40])([CH3:39])[C:9]([O:11][CH2:12][N:13]1[C:22](=[O:23])[C:21]2[C:16](=[CH:17][C:18]([O:38][CH3:1])=[CH:19][C:20]=2[O:24][CH2:25][C@H:26]2[CH2:30][CH2:29][CH2:28][N:27]2[C:31]([O:33][C:34]([CH3:37])([CH3:36])[CH3:35])=[O:32])[N:15]=[CH:14]1)=[O:10]. The yield is 0.480. (4) The reactants are O.C[Si]([Cl:6])(C)C.[CH3:7][N:8]([CH2:10][CH:11]1[C:17]([C:19]2[CH:24]=[CH:23][CH:22]=[C:21]([O:25][CH3:26])[CH:20]=2)([OH:18])[CH2:16][CH:15]2[CH2:27][CH:12]1[CH2:13][CH2:14]2)[CH3:9]. The catalyst is CC(=O)CC. The product is [ClH:6].[CH3:9][N:8]([CH2:10][CH:11]1[C:17]([C:19]2[CH:24]=[CH:23][CH:22]=[C:21]([O:25][CH3:26])[CH:20]=2)([OH:18])[CH2:16][CH:15]2[CH2:27][CH:12]1[CH2:13][CH2:14]2)[CH3:7]. The yield is 1.00. (5) The reactants are [OH:1][C:2]1([C:26]2[CH:31]=[CH:30][CH:29]=[CH:28][CH:27]=2)[CH2:7][CH2:6][N:5]([C@H:8]([C:20]2[CH:25]=[CH:24][CH:23]=[CH:22][CH:21]=2)[C:9]([O:11][C@H](C2C=CC=CC=2)C)=[O:10])[CH2:4][CH2:3]1.FC(F)(F)C(O)=O. The catalyst is ClCCl. The product is [OH:1][C:2]1([C:26]2[CH:31]=[CH:30][CH:29]=[CH:28][CH:27]=2)[CH2:3][CH2:4][N:5]([C@H:8]([C:20]2[CH:21]=[CH:22][CH:23]=[CH:24][CH:25]=2)[C:9]([OH:11])=[O:10])[CH2:6][CH2:7]1. The yield is 0.880. (6) The reactants are [C:1]1([SH:7])[CH:6]=[CH:5][CH:4]=[CH:3][CH:2]=1.Cl[C:9]([O:11][CH:12]([Cl:14])[CH3:13])=[O:10].C(N(CC)CC)C. The catalyst is C(Cl)Cl. The product is [C:9](=[O:10])([S:7][C:1]1[CH:6]=[CH:5][CH:4]=[CH:3][CH:2]=1)[O:11][CH:12]([Cl:14])[CH3:13]. The yield is 0.985. (7) The reactants are [CH3:1][O:2][C:3](=[O:38])[NH:4][CH:5]([C:9]([N:11]1[CH:17]([C:18]2[NH:19][C:20]([C:23]3[CH:28]=[CH:27][C:26](B4OC(C)(C)C(C)(C)O4)=[CH:25][CH:24]=3)=[CH:21][N:22]=2)[CH2:16][C:13]2([CH2:15][CH2:14]2)[CH2:12]1)=[O:10])[CH:6]([CH3:8])[CH3:7].[C:39]([O:43][C:44]([N:46]1[CH2:50][CH:49]([C:51]#[N:52])[CH2:48][CH:47]1[C:53]1[NH:54][C:55]([C:58]2[CH:67]=[CH:66][C:65]3[C:60](=[CH:61][CH:62]=[C:63](Br)[CH:64]=3)[CH:59]=2)=[CH:56][N:57]=1)=[O:45])([CH3:42])([CH3:41])[CH3:40].C([O-])([O-])=O.[K+].[K+]. The catalyst is COCCOC.C1C=CC([P]([Pd]([P](C2C=CC=CC=2)(C2C=CC=CC=2)C2C=CC=CC=2)([P](C2C=CC=CC=2)(C2C=CC=CC=2)C2C=CC=CC=2)[P](C2C=CC=CC=2)(C2C=CC=CC=2)C2C=CC=CC=2)(C2C=CC=CC=2)C2C=CC=CC=2)=CC=1. The product is [C:39]([O:43][C:44]([N:46]1[CH2:50][CH:49]([C:51]#[N:52])[CH2:48][CH:47]1[C:53]1[NH:54][C:55]([C:58]2[CH:67]=[CH:66][C:65]3[C:60](=[CH:61][CH:62]=[C:63]([C:26]4[CH:25]=[CH:24][C:23]([C:20]5[NH:19][C:18]([CH:17]6[CH2:16][C:13]7([CH2:14][CH2:15]7)[CH2:12][N:11]6[C:9](=[O:10])[CH:5]([NH:4][C:3]([O:2][CH3:1])=[O:38])[CH:6]([CH3:8])[CH3:7])=[N:22][CH:21]=5)=[CH:28][CH:27]=4)[CH:64]=3)[CH:59]=2)=[CH:56][N:57]=1)=[O:45])([CH3:42])([CH3:41])[CH3:40]. The yield is 0.510.